From a dataset of Peptide-MHC class II binding affinity with 134,281 pairs from IEDB. Regression. Given a peptide amino acid sequence and an MHC pseudo amino acid sequence, predict their binding affinity value. This is MHC class II binding data. (1) The peptide sequence is NQAVNNLVELKSTQQ. The MHC is DRB1_0101 with pseudo-sequence DRB1_0101. The binding affinity (normalized) is 0.402. (2) The peptide sequence is DLQMVIAGAKSKFPR. The MHC is DRB1_0701 with pseudo-sequence DRB1_0701. The binding affinity (normalized) is 0.274. (3) The peptide sequence is RGKVVLIDFWAYSCI. The MHC is HLA-DPA10301-DPB10402 with pseudo-sequence HLA-DPA10301-DPB10402. The binding affinity (normalized) is 0.185.